This data is from Forward reaction prediction with 1.9M reactions from USPTO patents (1976-2016). The task is: Predict the product of the given reaction. (1) Given the reactants [NH2:1][C:2]1[S:3][C:4]([C:10]2[C:15]([F:16])=[CH:14][C:13]([C:17]([OH:20])([CH3:19])[CH3:18])=[CH:12][C:11]=2[F:21])=[CH:5][C:6]=1[C:7]([NH2:9])=[O:8].Cl[C:23]1[N:28]=[C:27]([CH3:29])[C:26]([C:30]2[O:34][N:33]=[C:32]([CH2:35][CH2:36][OH:37])[N:31]=2)=[CH:25][CH:24]=1, predict the reaction product. The product is: [F:16][C:15]1[CH:14]=[C:13]([C:17]([OH:20])([CH3:18])[CH3:19])[CH:12]=[C:11]([F:21])[C:10]=1[C:4]1[S:3][C:2]([NH:1][C:23]2[CH:24]=[CH:25][C:26]([C:30]3[O:34][N:33]=[C:32]([CH2:35][CH2:36][OH:37])[N:31]=3)=[C:27]([CH3:29])[N:28]=2)=[C:6]([C:7]([NH2:9])=[O:8])[CH:5]=1. (2) Given the reactants [C:1]([O:5][C:6](=[O:19])[NH:7][CH2:8][C:9]#[C:10][C:11]1[C:16]([NH2:17])=[N:15][CH:14]=[C:13]([Br:18])[N:12]=1)([CH3:4])([CH3:3])[CH3:2], predict the reaction product. The product is: [C:1]([O:5][C:6](=[O:19])[NH:7][CH2:8][CH2:9][CH2:10][C:11]1[C:16]([NH2:17])=[N:15][CH:14]=[C:13]([Br:18])[N:12]=1)([CH3:4])([CH3:2])[CH3:3]. (3) Given the reactants [N+:1]([C:4]1[CH:9]=[C:8]([S:10]([N:13]2[CH2:17][CH2:16][CH2:15][CH2:14]2)(=[O:12])=[O:11])[CH:7]=[CH:6][C:5]=1[OH:18])([O-])=O, predict the reaction product. The product is: [NH2:1][C:4]1[CH:9]=[C:8]([S:10]([N:13]2[CH2:14][CH2:15][CH2:16][CH2:17]2)(=[O:12])=[O:11])[CH:7]=[CH:6][C:5]=1[OH:18]. (4) Given the reactants CS(O[CH2:6][CH2:7][CH2:8][CH2:9][O:10][C:11]1[CH:20]=[CH:19][C:18]2[CH2:17][CH2:16][C:15](=[O:21])[NH:14][C:13]=2[N:12]=1)(=O)=O.[Na+].[I-].CCN(CC)CC.[Cl:31][C:32]1[C:37]([Cl:38])=[CH:36][CH:35]=[CH:34][C:33]=1[N:39]1[CH2:45][CH2:44][CH2:43][N:42](CCCCOC2C=C3C(CCC(=O)N3)=CC=2)[CH2:41][CH2:40]1, predict the reaction product. The product is: [Cl:31][C:32]1[C:37]([Cl:38])=[CH:36][CH:35]=[CH:34][C:33]=1[N:39]1[CH2:45][CH2:44][CH2:43][N:42]([CH2:6][CH2:7][CH2:8][CH2:9][O:10][C:11]2[N:12]=[C:13]3[C:18]([CH2:17][CH2:16][C:15](=[O:21])[NH:14]3)=[CH:19][CH:20]=2)[CH2:41][CH2:40]1. (5) Given the reactants F[P-](F)(F)(F)(F)F.N1(OC(N(C)C)=[N+](C)C)C2N=CC=CC=2N=N1.C(OC([NH:32][CH2:33][C:34]1([C:49]([OH:51])=O)[CH2:39][CH2:38][N:37]([C:40]2[C:41]3[CH:48]=[CH:47][NH:46][C:42]=3[N:43]=[CH:44][N:45]=2)[CH2:36][CH2:35]1)=O)(C)(C)C.C(N(CC)C(C)C)(C)C.[NH2:61][CH:62]([C:66]1[CH:71]=[CH:70][C:69]([Cl:72])=[CH:68][CH:67]=1)[CH2:63][CH2:64][OH:65].Cl, predict the reaction product. The product is: [NH2:32][CH2:33][C:34]1([C:49]([NH:61][CH:62]([C:66]2[CH:67]=[CH:68][C:69]([Cl:72])=[CH:70][CH:71]=2)[CH2:63][CH2:64][OH:65])=[O:51])[CH2:39][CH2:38][N:37]([C:40]2[C:41]3[CH:48]=[CH:47][NH:46][C:42]=3[N:43]=[CH:44][N:45]=2)[CH2:36][CH2:35]1. (6) Given the reactants [C:1]1([C:7]2[NH:8][CH:9]=[CH:10][N:11]=2)[CH:6]=[CH:5][CH:4]=[CH:3][CH:2]=1.Br[C:13]1[CH:18]=[CH:17][CH:16]=[CH:15][C:14]=1Br.C(=O)([O-])[O-].[Cs+].[Cs+].CC1(C)C2C(=C(P(C3C=CC=CC=3)C3C=CC=CC=3)C=CC=2)OC2C(P(C3C=CC=CC=3)C3C=CC=CC=3)=CC=CC1=2, predict the reaction product. The product is: [N:11]1[CH:10]=[CH:9][N:8]2[C:7]=1[C:1]1[CH:2]=[CH:3][CH:4]=[CH:5][C:6]=1[C:18]1[CH:17]=[CH:16][CH:15]=[CH:14][C:13]2=1.